Dataset: Catalyst prediction with 721,799 reactions and 888 catalyst types from USPTO. Task: Predict which catalyst facilitates the given reaction. (1) Reactant: [N+:1]([C:4]1[CH:9]=[CH:8][C:7]([OH:10])=[CH:6][CH:5]=1)([O-:3])=[O:2].[CH3:11][O:12][CH2:13][CH2:14]Br.C([O-])([O-])=O.[K+].[K+]. Product: [CH3:11][O:12][CH2:13][CH2:14][O:10][C:7]1[CH:8]=[CH:9][C:4]([N+:1]([O-:3])=[O:2])=[CH:5][CH:6]=1. The catalyst class is: 3. (2) Reactant: [F:1][C:2]1[CH:7]=[CH:6][C:5]([OH:8])=[CH:4][CH:3]=1.[C:9]1([CH:15](O)[CH2:16][CH2:17][N:18]2[CH2:23][CH2:22][N:21]([C:24]3[CH:29]=[CH:28][CH:27]=[CH:26][CH:25]=3)[CH2:20][CH2:19]2)[CH:14]=[CH:13][CH:12]=[CH:11][CH:10]=1.C1(P(C2C=CC=CC=2)C2C=CC=CC=2)C=CC=CC=1.N(C(OC(C)C)=O)=NC(OC(C)C)=O.CC(OC(/N=N/C(OC(C)C)=O)=O)C. Product: [F:1][C:2]1[CH:7]=[CH:6][C:5]([O:8][CH:15]([C:9]2[CH:14]=[CH:13][CH:12]=[CH:11][CH:10]=2)[CH2:16][CH2:17][N:18]2[CH2:23][CH2:22][N:21]([C:24]3[CH:29]=[CH:28][CH:27]=[CH:26][CH:25]=3)[CH2:20][CH2:19]2)=[CH:4][CH:3]=1. The catalyst class is: 1.